From a dataset of Full USPTO retrosynthesis dataset with 1.9M reactions from patents (1976-2016). Predict the reactants needed to synthesize the given product. Given the product [CH3:1][N:2]1[C:6]2([CH2:10][CH2:9][N:8]([C:11]3[CH:16]=[CH:15][C:14]([NH2:17])=[C:13]([O:20][CH:21]([CH3:23])[CH3:22])[CH:12]=3)[CH2:7]2)[CH2:5][CH2:4][CH2:3]1, predict the reactants needed to synthesize it. The reactants are: [CH3:1][N:2]1[C:6]2([CH2:10][CH2:9][N:8]([C:11]3[CH:16]=[CH:15][C:14]([N+:17]([O-])=O)=[C:13]([O:20][CH:21]([CH3:23])[CH3:22])[CH:12]=3)[CH2:7]2)[CH2:5][CH2:4][CH2:3]1.O.NN.